This data is from Forward reaction prediction with 1.9M reactions from USPTO patents (1976-2016). The task is: Predict the product of the given reaction. The product is: [Cl:12][C:9]1[CH:10]=[CH:11][C:6]([O:5][CH2:4][C:3]([OH:17])=[O:2])=[C:7]([NH:13][C:14]([NH2:16])=[O:15])[CH:8]=1. Given the reactants C[O:2][C:3](=[O:17])[CH2:4][O:5][C:6]1[CH:11]=[CH:10][C:9]([Cl:12])=[CH:8][C:7]=1[NH:13][C:14]([NH2:16])=[O:15].[Li+].[OH-], predict the reaction product.